Dataset: Catalyst prediction with 721,799 reactions and 888 catalyst types from USPTO. Task: Predict which catalyst facilitates the given reaction. (1) Reactant: C1C=C(Cl)C=C(C(OO)=[O:9])C=1.[N:12]1[C:21]2[C:16](=[N:17][CH:18]=[CH:19][CH:20]=2)[CH:15]=[CH:14][CH:13]=1. Product: [N+:12]1([O-:9])[C:21]2[C:16](=[N:17][CH:18]=[CH:19][CH:20]=2)[CH:15]=[CH:14][CH:13]=1. The catalyst class is: 2. (2) Reactant: C(NC(C)C)(C)C.[Li]CCCC.[C:13]([Si:17]([CH3:28])([CH3:27])[C:18]1[C:23]([F:24])=[CH:22][N:21]=[C:20]([F:25])[C:19]=1[F:26])([CH3:16])([CH3:15])[CH3:14].[F:29][C:30]1[C:35]([C:36](N(OC)C)=[O:37])=[CH:34][CH:33]=[CH:32][N:31]=1. Product: [Si:17]([C:18]1[C:19]([F:26])=[C:20]([F:25])[N:21]=[C:22]([C:36]([C:35]2[C:30]([F:29])=[N:31][CH:32]=[CH:33][CH:34]=2)=[O:37])[C:23]=1[F:24])([C:13]([CH3:16])([CH3:15])[CH3:14])([CH3:28])[CH3:27]. The catalyst class is: 1.